Dataset: Reaction yield outcomes from USPTO patents with 853,638 reactions. Task: Predict the reaction yield, written as a fraction of the theoretical maximum amount of product (1.0 means a 100% yield; for example, 0.34 means a 34% yield). The reactants are [F:1][C:2]1[CH:19]=[C:18]([N+:20]([O-:22])=[O:21])[CH:17]=[CH:16][C:3]=1[O:4][C:5]1[CH:10]=[CH:9][N:8]=[CH:7][C:6]=1/[CH:11]=[CH:12]/[C:13]([OH:15])=O.[CH3:23][C:24]([O:27][C:28]([NH:30][CH:31]1[CH2:36][CH2:35][NH:34][CH2:33][CH2:32]1)=[O:29])([CH3:26])[CH3:25].CCN(C(C)C)C(C)C.CN(C(ON1N=NC2C=CC=CC1=2)=[N+](C)C)C.[B-](F)(F)(F)F. The catalyst is CN(C=O)C.CCOC(C)=O. The product is [F:1][C:2]1[CH:19]=[C:18]([N+:20]([O-:22])=[O:21])[CH:17]=[CH:16][C:3]=1[O:4][C:5]1[CH:10]=[CH:9][N:8]=[CH:7][C:6]=1/[CH:11]=[CH:12]/[C:13]([N:34]1[CH2:33][CH2:32][CH:31]([NH:30][C:28](=[O:29])[O:27][C:24]([CH3:25])([CH3:23])[CH3:26])[CH2:36][CH2:35]1)=[O:15]. The yield is 0.540.